This data is from Peptide-MHC class I binding affinity with 185,985 pairs from IEDB/IMGT. The task is: Regression. Given a peptide amino acid sequence and an MHC pseudo amino acid sequence, predict their binding affinity value. This is MHC class I binding data. The peptide sequence is FVRACLRRL. The MHC is HLA-B53:01 with pseudo-sequence HLA-B53:01. The binding affinity (normalized) is 0.